Predict which catalyst facilitates the given reaction. From a dataset of Catalyst prediction with 721,799 reactions and 888 catalyst types from USPTO. (1) Reactant: [NH:1]1[CH:5]=[CH:4][N:3]=[C:2]1[CH:6]=[O:7].C([O-])([O-])=O.[K+].[K+].[CH2:14](Br)[C:15]1[CH:20]=[CH:19][CH:18]=[CH:17][CH:16]=1. Product: [CH2:14]([N:1]1[CH:5]=[CH:4][N:3]=[C:2]1[CH:6]=[O:7])[C:15]1[CH:20]=[CH:19][CH:18]=[CH:17][CH:16]=1. The catalyst class is: 23. (2) The catalyst class is: 139. Reactant: [CH3:1][O:2][CH2:3][C:4]([OH:6])=O.C(Cl)(=O)C(Cl)=O.Cl.[CH3:14][NH:15][O:16][CH3:17]. Product: [CH3:17][O:16][N:15]([CH3:14])[C:4](=[O:6])[CH2:3][O:2][CH3:1]. (3) Reactant: [CH3:1]C1C(P(C2C(C)=CC=CC=2)C2C(C)=CC=CC=2)=CC=CC=1.CI.[CH3:25][O:26][C:27]1[CH:64]=[CH:63][C:62]([O:65][CH3:66])=[CH:61][C:28]=1[CH2:29][N:30]([C:34]1[CH:39]=[C:38]([F:40])[CH:37]=[CH:36][C:35]=1[O:41][C:42]1[CH:47]=[CH:46][C:45]([Sn](CCCC)(CCCC)CCCC)=[CH:44][CH:43]=1)[C:31](=[O:33])[CH3:32].O. Product: [CH3:25][O:26][C:27]1[CH:64]=[CH:63][C:62]([O:65][CH3:66])=[CH:61][C:28]=1[CH2:29][N:30]([C:34]1[CH:39]=[C:38]([F:40])[CH:37]=[CH:36][C:35]=1[O:41][C:42]1[CH:43]=[CH:44][C:45]([CH3:1])=[CH:46][CH:47]=1)[C:31](=[O:33])[CH3:32]. The catalyst class is: 9. (4) Reactant: [CH3:1][O:2][C:3](=[O:6])[CH2:4][SH:5].[H-].[Na+].Cl[C:10]1[O:11][C:12]2[CH:18]=[C:17]([CH3:19])[CH:16]=[CH:15][C:13]=2[N:14]=1. Product: [CH3:1][O:2][C:3](=[O:6])[CH2:4][S:5][C:10]1[O:11][C:12]2[CH:18]=[C:17]([CH3:19])[CH:16]=[CH:15][C:13]=2[N:14]=1. The catalyst class is: 7.